From a dataset of Blood-brain barrier permeability classification from the B3DB database. Regression/Classification. Given a drug SMILES string, predict its absorption, distribution, metabolism, or excretion properties. Task type varies by dataset: regression for continuous measurements (e.g., permeability, clearance, half-life) or binary classification for categorical outcomes (e.g., BBB penetration, CYP inhibition). Dataset: b3db_classification. (1) The drug is C[C@]12C[C@@H](O)[C@@]3(F)[C@@H](C[C@H](F)C4=CC(=O)C=C[C@@]43C)[C@@H]1C[C@H](O)[C@]2(O)C(=O)CO. The result is 1 (penetrates BBB). (2) The molecule is CC(C)CN(C[C@@H](O)[C@H](Cc1ccccc1)NC(=O)O[C@H]1CCOC1)S(=O)(=O)c1ccc(N)cc1. The result is 1 (penetrates BBB). (3) The compound is C=CCC1([C@@H](C)C#CCC)C(=O)NC(=O)N(C)C1=O. The result is 1 (penetrates BBB). (4) The result is 1 (penetrates BBB). The molecule is COc1ccc(OC(F)(F)F)cc1CNC1CCCNC1c1ccccc1. (5) The molecule is O=C1NC(=O)C2(CCc3ccccc3C2)N1. The result is 1 (penetrates BBB). (6) The drug is CC(C)[C@@H](Br)C(=O)NC(N)=O. The result is 1 (penetrates BBB). (7) The compound is C[C@H](C(=O)O)c1ccc(N2Cc3ccccc3C2=O)cc1. The result is 1 (penetrates BBB). (8) The compound is CNC(=O)c1c(NCC2CCC3(CCC3)CC2)nc(C#N)nc1OCC1CCNCC1. The result is 1 (penetrates BBB). (9) The molecule is CN1CCC[C@H](CN2c3ccccc3Sc3ccccc32)C1. The result is 1 (penetrates BBB). (10) The molecule is CNC(CC(C)C)C(=O)NC1C(=O)NC(CC(N)=O)C(=O)NC2C(=O)NC3C(=O)CC(C(=O)NC(C(=O)O)c4cc(O)cc(O)c4-c4cc3ccc4O)C(O)c3ccc(c(Cl)c3)Oc3cc2cc(c3OC2OC(CO)C(O)C(O)C2OC2CC(C)(N)C(O)C(C)O2)Oc2ccc(cc2Cl)C1O. The result is 0 (does not penetrate BBB).